Predict the reaction yield, written as a fraction of the theoretical maximum amount of product (1.0 means a 100% yield; for example, 0.34 means a 34% yield). From a dataset of Reaction yield outcomes from USPTO patents with 853,638 reactions. (1) The reactants are CN(C(ON1N=NC2C=CC=NC1=2)=[N+](C)C)C.F[P-](F)(F)(F)(F)F.CCN(C(C)C)C(C)C.[OH:34][CH2:35][C@H:36]([NH:54][C:55](=[O:63])[CH2:56][N:57]1[CH2:62][CH2:61][O:60][CH2:59][CH2:58]1)[C:37]([NH:39][C@@H:40]([CH2:44][C:45]1[CH:50]=[CH:49][C:48]([O:51][CH3:52])=[C:47]([OH:53])[CH:46]=1)[C:41](O)=[O:42])=[O:38].[NH2:64][C@@H:65]([CH2:72][C:73]1[CH2:78][CH2:77][CH2:76][CH2:75][CH:74]=1)[C:66]([C@@:68]1([CH3:71])[CH2:70][O:69]1)=[O:67]. The catalyst is CN(C=O)C.O.CCOC(C)=O. The product is [C:73]1([CH2:72][C@H:65]([NH:64][C:41](=[O:42])[C@@H:40]([NH:39][C:37](=[O:38])[C@@H:36]([NH:54][C:55](=[O:63])[CH2:56][N:57]2[CH2:58][CH2:59][O:60][CH2:61][CH2:62]2)[CH2:35][OH:34])[CH2:44][C:45]2[CH:50]=[CH:49][C:48]([O:51][CH3:52])=[C:47]([OH:53])[CH:46]=2)[C:66]([C@@:68]2([CH3:71])[CH2:70][O:69]2)=[O:67])[CH2:78][CH2:77][CH2:76][CH2:75][CH:74]=1. The yield is 0.350. (2) The catalyst is COCCOC. The product is [CH3:31][C:32]1[C:37]([CH3:38])=[CH:36][CH:35]=[CH:34][C:33]=1[C:2]1[CH:7]=[CH:6][CH:5]=[CH:4][C:3]=1[CH2:8][CH2:9][C:10]([N:12]([CH:22]([CH3:24])[CH3:23])[NH:13][C:14](=[O:21])[C:15]1[CH:20]=[CH:19][CH:18]=[CH:17][CH:16]=1)=[O:11]. The reactants are Br[C:2]1[CH:7]=[CH:6][CH:5]=[CH:4][C:3]=1[CH2:8][CH2:9][C:10]([N:12]([CH:22]([CH3:24])[CH3:23])[NH:13][C:14](=[O:21])[C:15]1[CH:20]=[CH:19][CH:18]=[CH:17][CH:16]=1)=[O:11].C([O-])([O-])=O.[Na+].[Na+].[CH3:31][C:32]1[C:37]([CH3:38])=[CH:36][CH:35]=[CH:34][C:33]=1B(O)O. The yield is 0.270. (3) The reactants are Cl[C:2]1[CH:7]=[C:6]([O:8][C:9]2[CH:14]=[CH:13][C:12]([NH:15]C(=O)CC(NC3C=CC(F)=CC=3)=O)=[CH:11][C:10]=2[F:29])[CH:5]=[CH:4][N:3]=1.CC(C)([O-])C.[K+].ClC1C=CN=C([C:43]([NH2:45])=[O:44])C=1. The catalyst is CN(C=O)C. The product is [NH2:15][C:12]1[CH:13]=[CH:14][C:9]([O:8][C:6]2[CH:5]=[CH:4][N:3]=[C:2]([C:43]([NH2:45])=[O:44])[CH:7]=2)=[C:10]([F:29])[CH:11]=1. The yield is 0.820.